Dataset: NCI-60 drug combinations with 297,098 pairs across 59 cell lines. Task: Regression. Given two drug SMILES strings and cell line genomic features, predict the synergy score measuring deviation from expected non-interaction effect. (1) Drug 1: C1CC(=O)NC(=O)C1N2CC3=C(C2=O)C=CC=C3N. Drug 2: CC1C(C(CC(O1)OC2CC(OC(C2O)C)OC3=CC4=CC5=C(C(=O)C(C(C5)C(C(=O)C(C(C)O)O)OC)OC6CC(C(C(O6)C)O)OC7CC(C(C(O7)C)O)OC8CC(C(C(O8)C)O)(C)O)C(=C4C(=C3C)O)O)O)O. Cell line: MCF7. Synergy scores: CSS=3.72, Synergy_ZIP=-1.37, Synergy_Bliss=1.03, Synergy_Loewe=2.17, Synergy_HSA=1.33. (2) Drug 1: C1=NC2=C(N1)C(=S)N=CN2. Drug 2: COC1=C2C(=CC3=C1OC=C3)C=CC(=O)O2. Cell line: NCIH23. Synergy scores: CSS=18.3, Synergy_ZIP=-9.50, Synergy_Bliss=-1.55, Synergy_Loewe=-23.4, Synergy_HSA=-2.33. (3) Drug 2: CC1=C(C(=CC=C1)Cl)NC(=O)C2=CN=C(S2)NC3=CC(=NC(=N3)C)N4CCN(CC4)CCO. Cell line: RXF 393. Drug 1: CC12CCC(CC1=CCC3C2CCC4(C3CC=C4C5=CN=CC=C5)C)O. Synergy scores: CSS=35.9, Synergy_ZIP=1.86, Synergy_Bliss=4.88, Synergy_Loewe=6.18, Synergy_HSA=7.85. (4) Drug 1: COC1=C(C=C2C(=C1)N=CN=C2NC3=CC(=C(C=C3)F)Cl)OCCCN4CCOCC4. Drug 2: CC(C)CN1C=NC2=C1C3=CC=CC=C3N=C2N. Cell line: PC-3. Synergy scores: CSS=14.8, Synergy_ZIP=-0.243, Synergy_Bliss=0.0872, Synergy_Loewe=-0.285, Synergy_HSA=0.303. (5) Drug 1: C1=CC(=C2C(=C1NCCNCCO)C(=O)C3=C(C=CC(=C3C2=O)O)O)NCCNCCO. Drug 2: C1=CC=C(C=C1)NC(=O)CCCCCCC(=O)NO. Cell line: K-562. Synergy scores: CSS=58.1, Synergy_ZIP=3.66, Synergy_Bliss=4.32, Synergy_Loewe=-5.38, Synergy_HSA=8.03. (6) Drug 1: CC1=C2C(C(=O)C3(C(CC4C(C3C(C(C2(C)C)(CC1OC(=O)C(C(C5=CC=CC=C5)NC(=O)OC(C)(C)C)O)O)OC(=O)C6=CC=CC=C6)(CO4)OC(=O)C)O)C)O. Cell line: U251. Synergy scores: CSS=39.4, Synergy_ZIP=-9.48, Synergy_Bliss=-3.60, Synergy_Loewe=-1.16, Synergy_HSA=-1.23. Drug 2: C(CCl)NC(=O)N(CCCl)N=O. (7) Drug 1: CCCCCOC(=O)NC1=NC(=O)N(C=C1F)C2C(C(C(O2)C)O)O. Drug 2: C1=NC2=C(N=C(N=C2N1C3C(C(C(O3)CO)O)F)Cl)N. Cell line: BT-549. Synergy scores: CSS=-2.26, Synergy_ZIP=1.53, Synergy_Bliss=4.11, Synergy_Loewe=-8.25, Synergy_HSA=-2.91. (8) Drug 1: C1=NC2=C(N=C(N=C2N1C3C(C(C(O3)CO)O)F)Cl)N. Drug 2: C1CC(=O)NC(=O)C1N2C(=O)C3=CC=CC=C3C2=O. Cell line: UACC62. Synergy scores: CSS=-1.40, Synergy_ZIP=1.35, Synergy_Bliss=0.711, Synergy_Loewe=-3.03, Synergy_HSA=-1.61. (9) Drug 1: COC1=CC(=CC(=C1O)OC)C2C3C(COC3=O)C(C4=CC5=C(C=C24)OCO5)OC6C(C(C7C(O6)COC(O7)C8=CC=CS8)O)O. Drug 2: C1=CC=C(C=C1)NC(=O)CCCCCCC(=O)NO. Cell line: K-562. Synergy scores: CSS=63.0, Synergy_ZIP=7.15, Synergy_Bliss=7.22, Synergy_Loewe=6.61, Synergy_HSA=11.5. (10) Drug 1: CC1=C(C=C(C=C1)NC2=NC=CC(=N2)N(C)C3=CC4=NN(C(=C4C=C3)C)C)S(=O)(=O)N.Cl. Drug 2: CCC(=C(C1=CC=CC=C1)C2=CC=C(C=C2)OCCN(C)C)C3=CC=CC=C3.C(C(=O)O)C(CC(=O)O)(C(=O)O)O. Cell line: TK-10. Synergy scores: CSS=4.50, Synergy_ZIP=-0.398, Synergy_Bliss=2.57, Synergy_Loewe=2.24, Synergy_HSA=2.38.